Dataset: Forward reaction prediction with 1.9M reactions from USPTO patents (1976-2016). Task: Predict the product of the given reaction. (1) Given the reactants [ClH:1].[O:2]([CH2:9][C:10]1[CH:15]=[CH:14][CH:13]=[CH:12][C:11]=1[C:16]1[S:20][C:19]([NH:21][C:22](=[O:35])[C@@H:23]([NH:27]C(=O)OC(C)(C)C)[CH2:24][CH2:25][CH3:26])=[N:18][CH:17]=1)[C:3]1[CH:8]=[CH:7][CH:6]=[CH:5][CH:4]=1, predict the reaction product. The product is: [ClH:1].[NH2:27][C@@H:23]([CH2:24][CH2:25][CH3:26])[C:22]([NH:21][C:19]1[S:20][C:16]([C:11]2[CH:12]=[CH:13][CH:14]=[CH:15][C:10]=2[CH2:9][O:2][C:3]2[CH:8]=[CH:7][CH:6]=[CH:5][CH:4]=2)=[CH:17][N:18]=1)=[O:35]. (2) Given the reactants [NH2:1][C:2]1[CH:7]=[CH:6][C:5]([CH2:8][C:9]([OH:11])=[O:10])=[CH:4][CH:3]=1.C(=O)([O-])[O-].[Na+].[Na+].[N:18]([O-])=O.[Na+].[Sn](Cl)[Cl:23], predict the reaction product. The product is: [ClH:23].[NH:1]([C:2]1[CH:3]=[CH:4][C:5]([CH2:8][C:9]([OH:11])=[O:10])=[CH:6][CH:7]=1)[NH2:18]. (3) The product is: [C:4]([O:3][C:1](=[O:2])[NH:8][C:9]1[CH:17]=[CH:16][CH:15]=[C:11]([C:12](=[O:14])[NH:32][CH2:31][C:30]2[C:51]3[C:42](=[CH:43][CH:44]=[CH:45][CH:46]=3)[CH:27]=[CH:28][CH:29]=2)[CH:10]=1)([CH3:5])([CH3:6])[CH3:7]. Given the reactants [C:1]([NH:8][C:9]1[CH:10]=[C:11]([CH:15]=[CH:16][CH:17]=1)[C:12]([OH:14])=O)([O:3][C:4]([CH3:7])([CH3:6])[CH3:5])=[O:2].CN(C(ON1N=N[C:28]2[CH:29]=[CH:30][CH:31]=[N:32][C:27]1=2)=[N+](C)C)C.F[P-](F)(F)(F)(F)F.[C:42]1(NC)[C:51]2[C:46](=CC=CC=2)[CH:45]=[CH:44][CH:43]=1.C(N(CC)C(C)C)(C)C, predict the reaction product. (4) Given the reactants Br[C:2]1[CH:3]=[CH:4][C:5]([C:8]2[NH:9][CH:10]=[CH:11][N:12]=2)=[N:6][CH:7]=1.[C:13]([C:15]1[CH:16]=[C:17]([CH:39]=[CH:40][C:41]=1[CH3:42])[C:18]([NH:20][C:21]1[CH:26]=[CH:25][C:24]([CH2:27][N:28]2[CH2:33][CH2:32][N:31]([CH3:34])[CH2:30][CH2:29]2)=[C:23]([C:35]([F:38])([F:37])[F:36])[CH:22]=1)=[O:19])#[CH:14], predict the reaction product. The product is: [CH3:42][C:41]1[CH:40]=[CH:39][C:17]([C:18]([NH:20][C:21]2[CH:26]=[CH:25][C:24]([CH2:27][N:28]3[CH2:33][CH2:32][N:31]([CH3:34])[CH2:30][CH2:29]3)=[C:23]([C:35]([F:36])([F:38])[F:37])[CH:22]=2)=[O:19])=[CH:16][C:15]=1[C:13]#[C:14][C:2]1[CH:3]=[CH:4][C:5]([C:8]2[NH:9][CH:10]=[CH:11][N:12]=2)=[N:6][CH:7]=1. (5) Given the reactants [NH2:1][CH:2]([C:4]1[N:5]=[C:6]2[S:21][CH:20]=[C:19]([CH3:22])[N:7]2[C:8](=[O:18])[C:9]=1[C:10]1[CH:15]=[C:14]([F:16])[CH:13]=[CH:12][C:11]=1[F:17])[CH3:3].Br[C:24]1[N:32]=[CH:31][N:30]=[C:29]2[C:25]=1[N:26]=[CH:27][NH:28]2.C(N(CC)C(C)C)(C)C, predict the reaction product. The product is: [F:17][C:11]1[CH:12]=[CH:13][C:14]([F:16])=[CH:15][C:10]=1[C:9]1[C:8](=[O:18])[N:7]2[C:19]([CH3:22])=[CH:20][S:21][C:6]2=[N:5][C:4]=1[CH:2]([NH:1][C:24]1[N:32]=[CH:31][N:30]=[C:29]2[C:25]=1[N:26]=[CH:27][NH:28]2)[CH3:3]. (6) Given the reactants Cl[C:2]1[CH:11]=[CH:10][C:9]2[C:4](=[CH:5][CH:6]=[C:7]([O:12][CH2:13][C:14]3[CH:19]=[CH:18][CH:17]=[C:16]([O:20][CH3:21])[CH:15]=3)[CH:8]=2)[N:3]=1.[NH2:22][C@H:23]1[C:31]2[C:26](=[CH:27][CH:28]=[CH:29][CH:30]=2)[CH2:25][CH2:24]1, predict the reaction product. The product is: [C@H:23]1([NH:22][C:2]2[CH:11]=[CH:10][C:9]3[C:4](=[CH:5][CH:6]=[C:7]([O:12][CH2:13][C:14]4[CH:19]=[CH:18][CH:17]=[C:16]([O:20][CH3:21])[CH:15]=4)[CH:8]=3)[N:3]=2)[C:31]2[C:26](=[CH:27][CH:28]=[CH:29][CH:30]=2)[CH2:25][CH2:24]1. (7) Given the reactants [O:1]([C:8]1[CH:9]=[C:10]([CH:13]=[CH:14][CH:15]=1)[CH:11]=O)[C:2]1[CH:7]=[CH:6][CH:5]=[CH:4][CH:3]=1.[CH3:16][O:17][C:18]1[CH:29]=[C:28]2[C:21]([NH:22][CH:23]=[C:24]2[CH2:25][CH2:26][NH2:27])=[CH:20][CH:19]=1.[BH4-].[Na+].CCOC(C)=O, predict the reaction product. The product is: [NH4+:22].[OH-:1].[CH3:16][O:17][C:18]1[CH:29]=[C:28]2[C:21](=[CH:20][CH:19]=1)[NH:22][CH:23]=[C:24]2[CH2:25][CH2:26][NH:27][CH2:11][C:10]1[CH:13]=[CH:14][CH:15]=[C:8]([O:1][C:2]2[CH:7]=[CH:6][CH:5]=[CH:4][CH:3]=2)[CH:9]=1.